This data is from Full USPTO retrosynthesis dataset with 1.9M reactions from patents (1976-2016). The task is: Predict the reactants needed to synthesize the given product. (1) Given the product [OH:11][C:8]1[CH:7]=[C:3]2[C:2](=[CH:10][CH:9]=1)[NH:1][C:13](=[O:14])[NH:12][C:4]2=[O:6], predict the reactants needed to synthesize it. The reactants are: [NH2:1][C:2]1[CH:10]=[CH:9][C:8]([OH:11])=[CH:7][C:3]=1[C:4]([OH:6])=O.[NH2:12][C:13](N)=[O:14].O. (2) Given the product [Br:1][C:2]1[CH:3]=[C:4]2[C:9](=[CH:10][CH:11]=1)[N:8]=[CH:7][C:6]([OH:12])=[C:5]2[C:13](=[N:27][OH:28])[C:15]1[CH:20]=[CH:19][C:18]([C:21]([CH3:25])([CH3:24])[C:22]#[N:23])=[CH:17][CH:16]=1, predict the reactants needed to synthesize it. The reactants are: [Br:1][C:2]1[CH:3]=[C:4]2[C:9](=[CH:10][CH:11]=1)[N:8]=[CH:7][C:6]([OH:12])=[C:5]2[C:13]([C:15]1[CH:20]=[CH:19][C:18]([C:21]([CH3:25])([CH3:24])[C:22]#[N:23])=[CH:17][CH:16]=1)=O.Cl.[NH2:27][OH:28]. (3) Given the product [CH3:1][C:2]1[C:6]([C:7]2[C:15]3[C:10](=[N:11][CH:12]=[C:13]([C:16]4[CH:21]=[CH:20][C:19]([N:22]5[CH2:23][CH2:24][N:25]([C:28]([O:30][C:31]([CH3:34])([CH3:32])[CH3:33])=[O:29])[CH2:26][CH2:27]5)=[CH:18][CH:17]=4)[CH:14]=3)[NH:9][CH:8]=2)=[C:5]([CH3:45])[N:4]([CH2:46][C:47]2[CH:52]=[CH:51][CH:50]=[C:49]([O:53][C:54]([F:55])([F:56])[F:57])[CH:48]=2)[N:3]=1, predict the reactants needed to synthesize it. The reactants are: [CH3:1][C:2]1[C:6]([C:7]2[C:15]3[C:10](=[N:11][CH:12]=[C:13]([C:16]4[CH:21]=[CH:20][C:19]([N:22]5[CH2:27][CH2:26][N:25]([C:28]([O:30][C:31]([CH3:34])([CH3:33])[CH3:32])=[O:29])[CH2:24][CH2:23]5)=[CH:18][CH:17]=4)[CH:14]=3)[N:9](S(C3C=CC(C)=CC=3)(=O)=O)[CH:8]=2)=[C:5]([CH3:45])[N:4]([CH2:46][C:47]2[CH:52]=[CH:51][CH:50]=[C:49]([O:53][C:54]([F:57])([F:56])[F:55])[CH:48]=2)[N:3]=1.[OH-].[Li+].